This data is from Full USPTO retrosynthesis dataset with 1.9M reactions from patents (1976-2016). The task is: Predict the reactants needed to synthesize the given product. (1) Given the product [C:8]([C:7]1[CH:10]=[C:11]([N+:14]([O-:16])=[O:15])[CH:12]=[CH:13][C:6]=1[O:5][C:4]1[CH:17]=[CH:18][C:19]([F:20])=[C:2]([NH:1][C:23](=[O:24])[C:22]([F:33])([F:32])[F:21])[CH:3]=1)#[N:9], predict the reactants needed to synthesize it. The reactants are: [NH2:1][C:2]1[CH:3]=[C:4]([CH:17]=[CH:18][C:19]=1[F:20])[O:5][C:6]1[CH:13]=[CH:12][C:11]([N+:14]([O-:16])=[O:15])=[CH:10][C:7]=1[C:8]#[N:9].[F:21][C:22]([F:33])([F:32])[C:23](O[C:23](=[O:24])[C:22]([F:33])([F:32])[F:21])=[O:24]. (2) Given the product [CH2:1]([O:8][C:9]1[CH:10]=[C:11]2[C:15](=[CH:16][CH:17]=1)[NH:14][CH:13]=[C:12]2[CH:21]([N:20]([CH3:19])[CH3:29])[C:22]1[CH:27]=[CH:26][CH:25]=[CH:24][C:23]=1[CH3:28])[C:2]1[CH:3]=[CH:4][CH:5]=[CH:6][CH:7]=1, predict the reactants needed to synthesize it. The reactants are: [CH2:1]([O:8][C:9]1[CH:10]=[C:11]2[C:15](=[CH:16][CH:17]=1)[NH:14][CH:13]=[CH:12]2)[C:2]1[CH:7]=[CH:6][CH:5]=[CH:4][CH:3]=1.[Cl-].[CH3:19][N+:20]([CH3:29])=[CH:21][C:22]1[CH:27]=[CH:26][CH:25]=[CH:24][C:23]=1[CH3:28]. (3) Given the product [CH3:28][N:2]([CH3:1])[C:3]1[CH:4]=[C:5]([CH:11]=[C:12](/[CH:14]=[CH:15]/[C:16]2[CH:17]=[C:18]([CH3:27])[C:19]([O:23][CH2:24][O:25][CH3:26])=[C:20]([CH3:22])[CH:21]=2)[CH:13]=1)[C:6]([OH:8])=[O:7], predict the reactants needed to synthesize it. The reactants are: [CH3:1][N:2]([CH3:28])[C:3]1[CH:4]=[C:5]([CH:11]=[C:12](/[CH:14]=[CH:15]/[C:16]2[CH:21]=[C:20]([CH3:22])[C:19]([O:23][CH2:24][O:25][CH3:26])=[C:18]([CH3:27])[CH:17]=2)[CH:13]=1)[C:6]([O:8]CC)=[O:7].[OH-].[Na+].C(O)(=O)CC(CC(O)=O)(C(O)=O)O. (4) Given the product [NH2:28][CH2:27][C:5]1([C:23]([F:25])([F:26])[F:24])[C:4]2[C:9](=[CH:10][CH:11]=[C:2]([Br:1])[CH:3]=2)[N:8]([CH2:12][C:13]2[CH:14]=[CH:15][C:16]([O:19][CH3:20])=[CH:17][CH:18]=2)[C:7](=[O:21])[N:6]1[CH3:22], predict the reactants needed to synthesize it. The reactants are: [Br:1][C:2]1[CH:3]=[C:4]2[C:9](=[CH:10][CH:11]=1)[N:8]([CH2:12][C:13]1[CH:18]=[CH:17][C:16]([O:19][CH3:20])=[CH:15][CH:14]=1)[C:7](=[O:21])[N:6]([CH3:22])[C:5]2([CH2:27][N+:28]([O-])=O)[C:23]([F:26])([F:25])[F:24].CO.O.[Cl-].[NH4+].